From a dataset of Full USPTO retrosynthesis dataset with 1.9M reactions from patents (1976-2016). Predict the reactants needed to synthesize the given product. (1) Given the product [CH2:50]1[C:59]2[C:54](=[CH:55][CH:56]=[CH:57][CH:58]=2)[CH2:53][CH2:52][CH:51]1[NH:60][C:32](=[O:34])/[C:31](=[CH:35]/[C:36]1[CH:41]=[CH:40][C:39]([N:42]2[CH:46]=[C:45]([CH3:47])[N:44]=[CH:43]2)=[C:38]([O:48][CH3:49])[CH:37]=1)/[CH2:30][CH2:29][CH2:28][Cl:27], predict the reactants needed to synthesize it. The reactants are: C(N(C(C)C)CC)(C)C.C1C=CC2N(O)N=NC=2C=1.FC(F)(F)C(O)=O.[Cl:27][CH2:28][CH2:29][CH2:30]/[C:31](=[CH:35]\[C:36]1[CH:41]=[CH:40][C:39]([N:42]2[CH:46]=[C:45]([CH3:47])[N:44]=[CH:43]2)=[C:38]([O:48][CH3:49])[CH:37]=1)/[C:32]([OH:34])=O.[CH2:50]1[C:59]2[C:54](=[CH:55][CH:56]=[CH:57][CH:58]=2)[CH2:53][CH2:52][CH:51]1[NH2:60].C(=O)(O)[O-].[Na+]. (2) The reactants are: [C:1]1([CH:7]=[CH:8][C:9]2[CH:28]=[CH:27][C:12]([CH2:13][NH:14][C:15]([C:17]3[CH:18]=[C:19]4[C:24](=[CH:25][CH:26]=3)[N:23]=[CH:22][CH:21]=[CH:20]4)=[O:16])=[CH:11][CH:10]=2)[CH:6]=[CH:5][CH:4]=[CH:3][CH:2]=1.N1C2C(=CC=CC=2)C=CC=1. Given the product [CH:8](/[C:9]1[CH:28]=[CH:27][C:12]([CH2:13][NH:14][C:15]([C:17]2[CH:18]=[C:19]3[C:24](=[CH:25][CH:26]=2)[N:23]=[CH:22][CH:21]=[CH:20]3)=[O:16])=[CH:11][CH:10]=1)=[CH:7]/[C:1]1[CH:2]=[CH:3][CH:4]=[CH:5][CH:6]=1, predict the reactants needed to synthesize it. (3) Given the product [F:1][C:2]1[CH:7]=[CH:6][C:5]([NH:8][C:9]2[C:21]3[C:20]4[CH2:19][CH:18]([C:22]([NH:29][CH2:30][C:31]([O:33][CH2:34][CH3:35])=[O:32])=[O:23])[CH2:17][CH2:16][C:15]=4[NH:14][C:13]=3[N:12]=[CH:11][N:10]=2)=[C:4]([O:25][CH2:26][CH2:27][OH:28])[CH:3]=1, predict the reactants needed to synthesize it. The reactants are: [F:1][C:2]1[CH:7]=[CH:6][C:5]([NH:8][C:9]2[C:21]3[C:20]4[CH2:19][CH:18]([C:22](O)=[O:23])[CH2:17][CH2:16][C:15]=4[NH:14][C:13]=3[N:12]=[CH:11][N:10]=2)=[C:4]([O:25][CH2:26][CH2:27][OH:28])[CH:3]=1.[NH2:29][CH2:30][C:31]([O:33][CH2:34][CH3:35])=[O:32].